From a dataset of Peptide-MHC class I binding affinity with 185,985 pairs from IEDB/IMGT. Regression. Given a peptide amino acid sequence and an MHC pseudo amino acid sequence, predict their binding affinity value. This is MHC class I binding data. (1) The peptide sequence is FMLSVHYRK. The MHC is HLA-A03:01 with pseudo-sequence HLA-A03:01. The binding affinity (normalized) is 0.455. (2) The peptide sequence is YLSDSDNIK. The MHC is HLA-A31:01 with pseudo-sequence HLA-A31:01. The binding affinity (normalized) is 0.